From a dataset of Forward reaction prediction with 1.9M reactions from USPTO patents (1976-2016). Predict the product of the given reaction. The product is: [OH:10][CH2:9][CH2:8][C:3]1[CH:4]=[CH:5][CH:6]=[CH:7][C:2]=1[NH:1][C:21]([NH:20][C:16]1[CH:17]=[CH:18][CH:19]=[C:14]([O:13][C:12]([F:11])([F:30])[F:31])[CH:15]=1)=[O:22]. Given the reactants [NH2:1][C:2]1[CH:7]=[CH:6][CH:5]=[CH:4][C:3]=1[CH2:8][CH2:9][OH:10].[F:11][C:12]([F:31])([F:30])[O:13][C:14]1[CH:15]=[C:16]([NH:20][C:21](=O)[O:22]C2C=CC=CC=2)[CH:17]=[CH:18][CH:19]=1, predict the reaction product.